From a dataset of Full USPTO retrosynthesis dataset with 1.9M reactions from patents (1976-2016). Predict the reactants needed to synthesize the given product. (1) The reactants are: [CH2:1]1[C:6]([C:7]([OH:9])=[O:8])=[CH:5][C@@H:4](O)[C@@H:3]([OH:11])[C@@H:2]1O.[Br-]. Given the product [OH:11][C:3]1[CH:4]=[CH:5][C:6]([C:7]([OH:9])=[O:8])=[CH:1][CH:2]=1, predict the reactants needed to synthesize it. (2) Given the product [F:17][C:14]1[CH:15]=[CH:16][C:11]2[C:10](=[O:20])[C:4]([C:5]([O:7][CH2:8][CH3:9])=[O:6])=[CH:3][N:2]3[C@@H:21]([CH3:30])[CH2:24][O:25][C:13]=1[C:12]=23, predict the reactants needed to synthesize it. The reactants are: C[N:2]([CH3:21])[CH:3]=[C:4]([C:10](=[O:20])[C:11]1[CH:16]=[CH:15][C:14]([F:17])=[C:13](F)[C:12]=1F)[C:5]([O:7][CH2:8][CH3:9])=[O:6].N[C@@H](C)[CH2:24][OH:25].[F-].[Ca+2].[F-].[CH:30](Cl)(Cl)Cl. (3) Given the product [N:1]1[C:11]2[C:10]3[S:12][C:13]([C:15]4[N:16]=[C:17]([NH2:27])[N:18]([C:20]5[CH:25]=[CH:24][CH:23]=[CH:22][C:21]=5[Cl:26])[CH:19]=4)=[CH:14][C:9]=3[CH2:8][CH2:7][O:6][C:5]=2[CH:4]=[CH:3][CH:2]=1, predict the reactants needed to synthesize it. The reactants are: [N:1]1[C:11]2[C:10]3[S:12][C:13]([C:15]4[N:16]=[C:17]([NH:27]C(C)=O)[N:18]([C:20]5[CH:25]=[CH:24][CH:23]=[CH:22][C:21]=5[Cl:26])[CH:19]=4)=[CH:14][C:9]=3[CH2:8][CH2:7][O:6][C:5]=2[CH:4]=[CH:3][CH:2]=1.C(O)C.S(=O)(=O)(O)O. (4) Given the product [CH:1]1([C:7]2([CH3:14])[C:11](=[O:12])[N:10]([CH2:16][C:17]([C:19]3[CH:24]=[CH:23][C:22]([O:25][CH3:26])=[CH:21][CH:20]=3)=[O:18])[N:9]=[C:8]2[CH3:13])[CH2:2][CH2:3][CH2:4][CH2:5][CH2:6]1, predict the reactants needed to synthesize it. The reactants are: [CH:1]1([C:7]2([CH3:14])[C:11](=[O:12])[NH:10][N:9]=[C:8]2[CH3:13])[CH2:6][CH2:5][CH2:4][CH2:3][CH2:2]1.Br[CH2:16][C:17]([C:19]1[CH:24]=[CH:23][C:22]([O:25][CH3:26])=[CH:21][CH:20]=1)=[O:18]. (5) Given the product [OH:1][C:2]1[CH:7]=[C:6]([OH:8])[C:5]([CH:9]([CH3:11])[CH3:10])=[CH:4][C:3]=1[C:12]1[N:16]([C:17]2[CH:18]=[CH:19][C:20]([CH2:21][N:22]3[CH2:27][CH2:26][CH:25]([C:28]([N:59]4[CH2:60][CH2:61][CH2:62][C@H:58]4[C:56](=[O:57])[NH:55][C:52]4[CH:51]=[CH:50][CH:49]=[C:48]5[C:53]=4[CH2:54][N:46]([CH:45]4[CH2:44][CH2:43][C:42](=[O:64])[NH:41][C:40]4=[O:39])[C:47]5=[O:63])=[O:29])[CH2:24][CH2:23]3)=[CH:31][CH:32]=2)[C:15]([C:33]([NH:34][CH2:35][CH3:36])=[O:37])=[N:14][N:13]=1, predict the reactants needed to synthesize it. The reactants are: [OH:1][C:2]1[CH:7]=[C:6]([OH:8])[C:5]([CH:9]([CH3:11])[CH3:10])=[CH:4][C:3]=1[C:12]1[N:16]([C:17]2[CH:32]=[CH:31][C:20]([CH2:21][N:22]3[CH2:27][CH2:26][CH:25]([C:28](O)=[O:29])[CH2:24][CH2:23]3)=[CH:19][CH:18]=2)[C:15]([C:33](=[O:37])[NH:34][CH2:35][CH3:36])=[N:14][N:13]=1.Cl.[O:39]=[C:40]1[CH:45]([N:46]2[CH2:54][C:53]3[C:48](=[CH:49][CH:50]=[CH:51][C:52]=3[NH:55][C:56]([C@@H:58]3[CH2:62][CH2:61][CH2:60][NH:59]3)=[O:57])[C:47]2=[O:63])[CH2:44][CH2:43][C:42](=[O:64])[NH:41]1.CN(C(ON1N=NC2C=CC=NC1=2)=[N+](C)C)C.F[P-](F)(F)(F)(F)F.CCN(C(C)C)C(C)C.C([O-])(O)=O.[Na+]. (6) Given the product [CH2:57]([CH:65]1[CH2:9][CH2:10][N:11]([C:14]2[N:19]=[CH:18][C:17]([NH:20][C:21]([C:23]3[O:27][C:26]([C:28]4[CH:33]=[CH:32][CH:31]=[CH:30][CH:29]=4)=[N:25][C:24]=3[C:34]([F:36])([F:37])[F:35])=[O:22])=[CH:16][CH:15]=2)[CH2:12][CH2:13]1)[CH2:58][C:59]1[CH:64]=[CH:63][CH:62]=[CH:61][CH:60]=1, predict the reactants needed to synthesize it. The reactants are: C(N1[CH2:13][CH2:12][N:11]([C:14]2[N:19]=[CH:18][C:17]([NH:20][C:21]([C:23]3[O:27][C:26]([C:28]4[CH:33]=[CH:32][CH:31]=[CH:30][CH:29]=4)=[N:25][C:24]=3[C:34]([F:37])([F:36])[F:35])=[O:22])=[CH:16][CH:15]=2)[CH2:10][C:9]1=O)C1C=CC=CC=1.C1(C2OC(C(F)(F)F)=C(C(O)=O)N=2)C=CC=CC=1.[CH2:57]([CH:65]1CCN(C2N=CC(N)=CC=2)CC1)[CH2:58][C:59]1[CH:64]=[CH:63][CH:62]=[CH:61][CH:60]=1. (7) Given the product [O:1]1[CH2:6][CH2:5][CH2:4][CH2:3][CH:2]1[C:7]([Cl:13])=[O:9], predict the reactants needed to synthesize it. The reactants are: [O:1]1[CH2:6][CH2:5][CH2:4][CH2:3][CH:2]1[C:7]([OH:9])=O.C(Cl)(=O)C([Cl:13])=O. (8) Given the product [NH2:3][C:4]1[NH:5][C:6]2[NH:7][CH2:8][CH:9]([CH:15]([OH:19])[CH:16]([OH:18])[CH3:17])[N:10]([C:20](=[O:24])[CH2:21][CH2:22][CH3:23])[C:11]=2[C:12](=[O:14])[N:13]=1, predict the reactants needed to synthesize it. The reactants are: Cl.Cl.[NH2:3][C:4]1[NH:5][C:6]2[NH:7][CH2:8][CH:9]([CH:15]([OH:19])[CH:16]([OH:18])[CH3:17])[NH:10][C:11]=2[C:12](=[O:14])[N:13]=1.[C:20](O[C:20](=[O:24])[CH2:21][CH2:22][CH3:23])(=[O:24])[CH2:21][CH2:22][CH3:23].